From a dataset of Reaction yield outcomes from USPTO patents with 853,638 reactions. Predict the reaction yield, written as a fraction of the theoretical maximum amount of product (1.0 means a 100% yield; for example, 0.34 means a 34% yield). (1) The reactants are [CH3:1][Mg]Br.[C:4]([C:8]1[CH2:12][CH2:11][C:10](=O)[CH:9]=1)([CH3:7])([CH3:6])[CH3:5].Cl. The catalyst is C(OCC)C. The product is [CH3:1][C:11]1[CH2:10][CH:9]=[C:8]([C:4]([CH3:7])([CH3:6])[CH3:5])[CH:12]=1. The yield is 0.700. (2) The reactants are [F:1][C:2]([F:29])([F:28])[C:3]1[CH:4]=[C:5]([NH:13][C:14](=[O:27])[C:15]2[CH:20]=[C:19]([S:21](=[O:24])(=[O:23])[NH2:22])[CH:18]=[CH:17][C:16]=2[O:25][CH3:26])[CH:6]=[C:7]([C:9]([F:12])([F:11])[F:10])[CH:8]=1.CO[CH:32]1[CH2:36][CH2:35][CH:34](OC)O1.C(O)(=O)C. The catalyst is O. The product is [F:29][C:2]([F:1])([F:28])[C:3]1[CH:4]=[C:5]([NH:13][C:14](=[O:27])[C:15]2[CH:20]=[C:19]([S:21]([N:22]3[CH:32]=[CH:36][CH:35]=[CH:34]3)(=[O:23])=[O:24])[CH:18]=[CH:17][C:16]=2[O:25][CH3:26])[CH:6]=[C:7]([C:9]([F:12])([F:10])[F:11])[CH:8]=1. The yield is 0.886. (3) The catalyst is C1COCC1. The yield is 0.970. The product is [CH3:24][O:23][C:21]([NH:1][C@@H:2]([CH2:6][CH2:7][C:8]1[CH:13]=[CH:12][CH:11]=[CH:10][CH:9]=1)[C:3]([OH:5])=[O:4])=[O:22]. The reactants are [NH2:1][C@@H:2]([CH2:6][CH2:7][C:8]1[CH:13]=[CH:12][CH:11]=[CH:10][CH:9]=1)[C:3]([OH:5])=[O:4].C([O-])([O-])=O.[Na+].[Na+].Cl[C:21]([O:23][CH3:24])=[O:22]. (4) The reactants are Cl[CH2:2][C:3]1[CH:4]=[C:5]([F:12])[C:6]2[O:10][CH2:9][O:8][C:7]=2[CH:11]=1.[C-:13]#[N:14].[Na+].O. The catalyst is CS(C)=O. The product is [F:12][C:5]1[C:6]2[O:10][CH2:9][O:8][C:7]=2[CH:11]=[C:3]([CH2:2][C:13]#[N:14])[CH:4]=1. The yield is 0.700. (5) The reactants are [C:1]([Si:5]([CH3:26])([CH3:25])[O:6][C@@H:7]1[CH2:11][C:10](=[O:12])[C:9]([CH2:13]/[CH:14]=[CH:15]\[CH2:16][CH2:17][CH2:18][C:19]([O:21][CH:22]([CH3:24])[CH3:23])=[O:20])=[CH:8]1)([CH3:4])([CH3:3])[CH3:2].[C:27]1(/[CH:33]=[CH:34]/B(O)O)[CH:32]=[CH:31][CH:30]=[CH:29][CH:28]=1.CC([O-])(C)C.[K+]. The catalyst is O1CCOCC1. The product is [C:1]([Si:5]([CH3:25])([CH3:26])[O:6][C@@H:7]1[CH2:11][C:10](=[O:12])[CH:9]([CH2:13]/[CH:14]=[CH:15]\[CH2:16][CH2:17][CH2:18][C:19]([O:21][CH:22]([CH3:23])[CH3:24])=[O:20])[C@H:8]1[CH:34]=[CH:33][C:27]1[CH:32]=[CH:31][CH:30]=[CH:29][CH:28]=1)([CH3:3])([CH3:4])[CH3:2]. The yield is 0.540. (6) The reactants are [CH3:1][C:2]1[S:6][C:5]([C:7]2[CH:8]=[C:9]3[C:14](=[C:15]([O:17]COCC[Si](C)(C)C)[CH:16]=2)[N:13]=[CH:12][N:11](COCC[Si](C)(C)C)[C:10]3=[O:34])=[N:4][N:3]=1. The catalyst is O.C(O)=O. The product is [OH:17][C:15]1[CH:16]=[C:7]([C:5]2[S:6][C:2]([CH3:1])=[N:3][N:4]=2)[CH:8]=[C:9]2[C:14]=1[N:13]=[CH:12][NH:11][C:10]2=[O:34]. The yield is 0.330. (7) The reactants are [CH2:1]([OH:4])[C:2]#[CH:3].[CH:5]([C:9]1[CH:14]=[CH:13][C:12]([N:15]2C(=O)C3[C:18](=[CH:19][CH:20]=[CH:21]C=3)[N:17]=[C:16]2[C:26]2[CH:31]=[CH:30][C:29]([NH:32][C:33](=O)[C:34](F)(F)F)=[C:28](I)[CH:27]=2)=[CH:11][CH:10]=1)([CH2:7][CH3:8])[CH3:6].CN([CH:43]=[O:44])C. The product is [CH:5]([C:9]1[CH:10]=[CH:11][C:12]([N:15]2[C:1](=[O:4])[C:2]3[C:18](=[CH:19][CH:20]=[CH:21][CH:3]=3)[N:17]=[C:16]2[C:26]2[CH:27]=[C:28]3[C:29](=[CH:30][CH:31]=2)[NH:32][C:33]([CH2:43][OH:44])=[CH:34]3)=[CH:13][CH:14]=1)([CH2:7][CH3:8])[CH3:6]. The yield is 0.290. The catalyst is Cl[Pd](Cl)([P](C1C=CC=CC=1)(C1C=CC=CC=1)C1C=CC=CC=1)[P](C1C=CC=CC=1)(C1C=CC=CC=1)C1C=CC=CC=1.